From a dataset of Forward reaction prediction with 1.9M reactions from USPTO patents (1976-2016). Predict the product of the given reaction. (1) The product is: [CH3:8][C:6]1[CH:5]=[CH:4][N:3]=[C:2]([NH:1][C:9](=[O:11])[CH3:10])[CH:7]=1. Given the reactants [NH2:1][C:2]1[CH:7]=[C:6]([CH3:8])[CH:5]=[CH:4][N:3]=1.[C:9](OC(=O)C)(=[O:11])[CH3:10], predict the reaction product. (2) Given the reactants [F:1][C:2]1[CH:3]=[C:4]([CH:20]=[CH:21][C:22]=1[C:23](=[O:26])[NH:24][CH3:25])[CH2:5][C:6]1[C:7]([CH3:19])=[C:8]([CH3:18])[C:9]([CH:16]=O)=[C:10]([CH:15]=1)[C:11](OC)=[O:12].[NH2:27][C@@H:28]1[C@@H:33]([OH:34])[CH2:32][CH2:31][O:30][CH2:29]1.S([O-])([O-])(=O)=O.[Mg+2], predict the reaction product. The product is: [F:1][C:2]1[CH:3]=[C:4]([CH:20]=[CH:21][C:22]=1[C:23](=[O:26])[NH:24][CH3:25])[CH2:5][C:6]1[CH:15]=[C:10]2[C:9]([CH2:16][N:27]([C@@H:28]3[C@@H:33]([OH:34])[CH2:32][CH2:31][O:30][CH2:29]3)[C:11]2=[O:12])=[C:8]([CH3:18])[C:7]=1[CH3:19]. (3) Given the reactants [NH2:1][C:2]1[CH:3]=[C:4]([CH:22]=[C:23]([Cl:26])[C:24]=1[F:25])[C:5]([NH:7][CH2:8][C:9]1[CH:14]=[CH:13][C:12]([C:15]#[N:16])=[CH:11][C:10]=1[O:17][CH2:18][C:19](=[O:21])[NH2:20])=[O:6].[C:27]1([S:33](Cl)(=[O:35])=[O:34])[CH:32]=[CH:31][CH:30]=[CH:29][CH:28]=1, predict the reaction product. The product is: [C:27]1([S:33]([NH:1][C:2]2[CH:3]=[C:4]([CH:22]=[C:23]([Cl:26])[C:24]=2[F:25])[C:5]([NH:7][CH2:8][C:9]2[CH:14]=[CH:13][C:12]([C:15]#[N:16])=[CH:11][C:10]=2[O:17][CH2:18][C:19](=[O:21])[NH2:20])=[O:6])(=[O:35])=[O:34])[CH:32]=[CH:31][CH:30]=[CH:29][CH:28]=1. (4) Given the reactants [F:1][C:2]([F:22])([F:21])[C@@H:3]([OH:20])[CH2:4][N:5]1[CH2:10][CH2:9][CH2:8][CH:7]([CH2:11][C:12]2[CH:17]=[CH:16][C:15]([O:18][CH3:19])=[CH:14][CH:13]=2)[CH2:6]1.[Cl:23][C:24]1[CH:29]=[CH:28][C:27]([N:30]=[C:31]=[O:32])=[CH:26][CH:25]=1, predict the reaction product. The product is: [F:22][C:2]([F:1])([F:21])[C@@H:3]([O:20][C:31](=[O:32])[NH:30][C:27]1[CH:28]=[CH:29][C:24]([Cl:23])=[CH:25][CH:26]=1)[CH2:4][N:5]1[CH2:10][CH2:9][CH2:8][CH:7]([CH2:11][C:12]2[CH:13]=[CH:14][C:15]([O:18][CH3:19])=[CH:16][CH:17]=2)[CH2:6]1. (5) Given the reactants [Cl:1][C:2]1[C:3]2[CH2:12][CH2:11][N:10]([C:13]([O:15][C:16]([CH3:19])([CH3:18])[CH3:17])=[O:14])[CH2:9][C:4]=2[N:5]=[C:6]([CH3:8])[N:7]=1.O[C:21]1C2CCN(C(OC(C)(C)C)=O)CC=2N=C(C)N=1, predict the reaction product. The product is: [Cl:1][C:2]1[C:3]2[CH2:12][CH:11]([CH3:21])[N:10]([C:13]([O:15][C:16]([CH3:19])([CH3:18])[CH3:17])=[O:14])[CH2:9][C:4]=2[N:5]=[C:6]([CH3:8])[N:7]=1. (6) Given the reactants [Cl:1][C:2]1[CH:7]=[CH:6][C:5]([S:8]([N:11]2[C:20]3[C:15](=[CH:16][CH:17]=[CH:18][CH:19]=3)[CH2:14][CH2:13][CH2:12]2)(=[O:10])=[O:9])=[CH:4][C:3]=1[NH:21][C:22]([C:24]1[C:33]([N+:34]([O-:36])=[O:35])=[CH:32][CH:31]=[CH:30][C:25]=1[C:26](OC)=[O:27])=[O:23].[H-].C([Al+]CC(C)C)C(C)C.CO.O, predict the reaction product. The product is: [Cl:1][C:2]1[CH:7]=[CH:6][C:5]([S:8]([N:11]2[C:20]3[C:15](=[CH:16][CH:17]=[CH:18][CH:19]=3)[CH2:14][CH2:13][CH2:12]2)(=[O:9])=[O:10])=[CH:4][C:3]=1[NH:21][C:22](=[O:23])[C:24]1[C:33]([N+:34]([O-:36])=[O:35])=[CH:32][CH:31]=[CH:30][C:25]=1[CH2:26][OH:27].